From a dataset of Full USPTO retrosynthesis dataset with 1.9M reactions from patents (1976-2016). Predict the reactants needed to synthesize the given product. (1) Given the product [CH3:31][O:30][C:27]1[CH:28]=[CH:29][C:22]2[NH:21][C:20](=[O:32])[N:19]([CH:16]3[CH2:15][CH2:14][N:13]([C:9]4[N:10]=[CH:11][N:12]=[C:7]([O:6][C:5]5[CH:33]=[CH:34][C:2]([NH:1][C:37](=[O:38])[CH3:36])=[C:3]([CH3:35])[CH:4]=5)[CH:8]=4)[CH2:18][CH2:17]3)[CH2:25][CH2:24][C:23]=2[CH:26]=1, predict the reactants needed to synthesize it. The reactants are: [NH2:1][C:2]1[CH:34]=[CH:33][C:5]([O:6][C:7]2[N:12]=[CH:11][N:10]=[C:9]([N:13]3[CH2:18][CH2:17][CH:16]([N:19]4[CH2:25][CH2:24][C:23]5[CH:26]=[C:27]([O:30][CH3:31])[CH:28]=[CH:29][C:22]=5[NH:21][C:20]4=[O:32])[CH2:15][CH2:14]3)[CH:8]=2)=[CH:4][C:3]=1[CH3:35].[CH3:36][C:37](O)=[O:38].CN(C(ON1N=NC2C=CC=CC1=2)=[N+](C)C)C.[B-](F)(F)(F)F.O. (2) Given the product [C:26]([O:30][C:31](=[O:43])[CH2:32][O:33][C:34]1[CH:39]=[CH:38][C:37]([Cl:40])=[CH:36][C:35]=1[C:41]#[C:42][C:45]1[CH:46]=[C:47]([C:48]#[N:49])[CH:50]=[CH:51][C:52]=1[F:53])([CH3:29])([CH3:28])[CH3:27], predict the reactants needed to synthesize it. The reactants are: C(OC(=O)COC1C=CC(Cl)=CC=1C#CC1C=NC=CC=1C)(C)(C)C.[C:26]([O:30][C:31](=[O:43])[CH2:32][O:33][C:34]1[CH:39]=[CH:38][C:37]([Cl:40])=[CH:36][C:35]=1[C:41]#[CH:42])([CH3:29])([CH3:28])[CH3:27].Br[C:45]1[CH:46]=[C:47]([CH:50]=[CH:51][C:52]=1[F:53])[C:48]#[N:49]. (3) The reactants are: [Cl:1][C:2]1[N:7]=[CH:6][N:5]=[C:4]([C:8](=[O:10])[CH3:9])[C:3]=1[CH3:11].[BH4-].[Na+]. Given the product [Cl:1][C:2]1[N:7]=[CH:6][N:5]=[C:4]([CH:8]([OH:10])[CH3:9])[C:3]=1[CH3:11], predict the reactants needed to synthesize it. (4) The reactants are: [C:1]1(B(O)O)[CH:6]=[CH:5][CH:4]=[CH:3][CH:2]=1.Br[C:11]1[CH:12]=[C:13]2[O:19][C:18]([N:20]3[CH:26]4[CH2:27][CH2:28][N:23]([CH2:24][CH2:25]4)[CH2:22][CH2:21]3)=[N:17][C:14]2=[N:15][CH:16]=1. Given the product [C:1]1([C:11]2[CH:12]=[C:13]3[O:19][C:18]([N:20]4[CH:26]5[CH2:25][CH2:24][N:23]([CH2:28][CH2:27]5)[CH2:22][CH2:21]4)=[N:17][C:14]3=[N:15][CH:16]=2)[CH:6]=[CH:5][CH:4]=[CH:3][CH:2]=1, predict the reactants needed to synthesize it. (5) Given the product [F:23][C:22]([F:25])([F:24])[C:20]([OH:26])=[O:21].[CH3:1][NH:2][CH2:10][CH2:11][S:12][S:13][C:14]1[CH:19]=[CH:18][CH:17]=[CH:16][N:15]=1, predict the reactants needed to synthesize it. The reactants are: [CH3:1][N:2]([CH2:10][CH2:11][S:12][S:13][C:14]1[CH:19]=[CH:18][CH:17]=[CH:16][N:15]=1)C(=O)OC(C)(C)C.[C:20]([OH:26])([C:22]([F:25])([F:24])[F:23])=[O:21].